Dataset: Catalyst prediction with 721,799 reactions and 888 catalyst types from USPTO. Task: Predict which catalyst facilitates the given reaction. (1) Reactant: Cl.[C:2]1([C:8]2[C:16](C(O)=O)=[C:11]3[CH:12]=[CH:13][CH:14]=[CH:15][N:10]3[N:9]=2)[CH:7]=[CH:6][CH:5]=[CH:4][CH:3]=1. Product: [C:2]1([C:8]2[CH:16]=[C:11]3[CH:12]=[CH:13][CH:14]=[CH:15][N:10]3[N:9]=2)[CH:3]=[CH:4][CH:5]=[CH:6][CH:7]=1. The catalyst class is: 6. (2) Reactant: [CH2:1]([O:3][C:4]1[N:5]=[C:6]([C:20]2[CH:25]=[CH:24][N:23]=[C:22]([NH2:26])[CH:21]=2)[S:7][C:8]=1[C:9]1[N:13]=[CH:12][N:11]([CH:14]2[CH2:19][CH2:18][CH2:17][CH2:16][O:15]2)[N:10]=1)[CH3:2].Cl[C:28]([O:30][CH2:31][CH3:32])=[O:29]. Product: [CH2:1]([O:3][C:4]1[N:5]=[C:6]([C:20]2[CH:25]=[CH:24][N:23]=[C:22]([NH:26][C:28](=[O:29])[O:30][CH2:31][CH3:32])[CH:21]=2)[S:7][C:8]=1[C:9]1[N:13]=[CH:12][N:11]([CH:14]2[CH2:19][CH2:18][CH2:17][CH2:16][O:15]2)[N:10]=1)[CH3:2]. The catalyst class is: 228. (3) Reactant: [NH2:1][CH2:2][C:3]1[N:7]2[C:8]3[CH:33]=[CH:32][CH:31]=[CH:30][C:9]=3[O:10][C:11]3([CH2:16][CH2:15][N:14]([C:17]([C:19]4[CH:24]=[CH:23][C:22]([O:25][CH:26]([CH3:28])[CH3:27])=[C:21]([CH3:29])[CH:20]=4)=[O:18])[CH2:13][CH2:12]3)[C:6]2=[CH:5][CH:4]=1.[C:34](OC(=O)C)(=[O:36])[CH3:35]. Product: [CH:26]([O:25][C:22]1[CH:23]=[CH:24][C:19]([C:17]([N:14]2[CH2:15][CH2:16][C:11]3([O:10][C:9]4[CH:30]=[CH:31][CH:32]=[CH:33][C:8]=4[N:7]4[C:3]([CH2:2][NH:1][C:34](=[O:36])[CH3:35])=[CH:4][CH:5]=[C:6]34)[CH2:12][CH2:13]2)=[O:18])=[CH:20][C:21]=1[CH3:29])([CH3:27])[CH3:28]. The catalyst class is: 272.